Dataset: NCI-60 drug combinations with 297,098 pairs across 59 cell lines. Task: Regression. Given two drug SMILES strings and cell line genomic features, predict the synergy score measuring deviation from expected non-interaction effect. (1) Drug 1: CN1CCC(CC1)COC2=C(C=C3C(=C2)N=CN=C3NC4=C(C=C(C=C4)Br)F)OC. Drug 2: CC1=C(N=C(N=C1N)C(CC(=O)N)NCC(C(=O)N)N)C(=O)NC(C(C2=CN=CN2)OC3C(C(C(C(O3)CO)O)O)OC4C(C(C(C(O4)CO)O)OC(=O)N)O)C(=O)NC(C)C(C(C)C(=O)NC(C(C)O)C(=O)NCCC5=NC(=CS5)C6=NC(=CS6)C(=O)NCCC[S+](C)C)O. Cell line: UO-31. Synergy scores: CSS=21.7, Synergy_ZIP=-8.10, Synergy_Bliss=-2.99, Synergy_Loewe=-0.290, Synergy_HSA=0.475. (2) Drug 1: C1CCN(CC1)CCOC2=CC=C(C=C2)C(=O)C3=C(SC4=C3C=CC(=C4)O)C5=CC=C(C=C5)O. Drug 2: C1=CC=C(C=C1)NC(=O)CCCCCCC(=O)NO. Cell line: UACC62. Synergy scores: CSS=10.7, Synergy_ZIP=-1.44, Synergy_Bliss=0.969, Synergy_Loewe=-6.00, Synergy_HSA=-0.796. (3) Drug 1: CS(=O)(=O)CCNCC1=CC=C(O1)C2=CC3=C(C=C2)N=CN=C3NC4=CC(=C(C=C4)OCC5=CC(=CC=C5)F)Cl. Drug 2: CN1C2=C(C=C(C=C2)N(CCCl)CCCl)N=C1CCCC(=O)O.Cl. Cell line: PC-3. Synergy scores: CSS=-1.80, Synergy_ZIP=2.14, Synergy_Bliss=2.29, Synergy_Loewe=-2.13, Synergy_HSA=-1.96. (4) Synergy scores: CSS=50.4, Synergy_ZIP=1.65, Synergy_Bliss=0.797, Synergy_Loewe=-8.10, Synergy_HSA=3.08. Drug 1: C1=CC(=C2C(=C1NCCNCCO)C(=O)C3=C(C=CC(=C3C2=O)O)O)NCCNCCO. Cell line: A549. Drug 2: CC(C1=C(C=CC(=C1Cl)F)Cl)OC2=C(N=CC(=C2)C3=CN(N=C3)C4CCNCC4)N. (5) Drug 1: CC1C(C(CC(O1)OC2CC(CC3=C2C(=C4C(=C3O)C(=O)C5=C(C4=O)C(=CC=C5)OC)O)(C(=O)CO)O)N)O.Cl. Drug 2: CC1CCCC2(C(O2)CC(NC(=O)CC(C(C(=O)C(C1O)C)(C)C)O)C(=CC3=CSC(=N3)C)C)C. Cell line: LOX IMVI. Synergy scores: CSS=49.0, Synergy_ZIP=1.01, Synergy_Bliss=0.354, Synergy_Loewe=-21.3, Synergy_HSA=-0.691. (6) Drug 1: CC1C(C(CC(O1)OC2CC(CC3=C2C(=C4C(=C3O)C(=O)C5=C(C4=O)C(=CC=C5)OC)O)(C(=O)CO)O)N)O.Cl. Drug 2: C1=CC(=CC=C1CCC2=CNC3=C2C(=O)NC(=N3)N)C(=O)NC(CCC(=O)O)C(=O)O. Cell line: MDA-MB-231. Synergy scores: CSS=26.4, Synergy_ZIP=0.792, Synergy_Bliss=-0.254, Synergy_Loewe=-7.94, Synergy_HSA=-1.55. (7) Drug 1: C#CCC(CC1=CN=C2C(=N1)C(=NC(=N2)N)N)C3=CC=C(C=C3)C(=O)NC(CCC(=O)O)C(=O)O. Drug 2: CN(CC1=CN=C2C(=N1)C(=NC(=N2)N)N)C3=CC=C(C=C3)C(=O)NC(CCC(=O)O)C(=O)O. Cell line: MCF7. Synergy scores: CSS=42.3, Synergy_ZIP=8.53, Synergy_Bliss=7.32, Synergy_Loewe=7.80, Synergy_HSA=7.56. (8) Drug 1: CCCS(=O)(=O)NC1=C(C(=C(C=C1)F)C(=O)C2=CNC3=C2C=C(C=N3)C4=CC=C(C=C4)Cl)F. Drug 2: C1=CC(=C2C(=C1NCCNCCO)C(=O)C3=C(C=CC(=C3C2=O)O)O)NCCNCCO. Cell line: CAKI-1. Synergy scores: CSS=66.4, Synergy_ZIP=10.8, Synergy_Bliss=12.1, Synergy_Loewe=-14.2, Synergy_HSA=14.5. (9) Drug 1: C1=CC(=CC=C1C#N)C(C2=CC=C(C=C2)C#N)N3C=NC=N3. Drug 2: CC1=C(N=C(N=C1N)C(CC(=O)N)NCC(C(=O)N)N)C(=O)NC(C(C2=CN=CN2)OC3C(C(C(C(O3)CO)O)O)OC4C(C(C(C(O4)CO)O)OC(=O)N)O)C(=O)NC(C)C(C(C)C(=O)NC(C(C)O)C(=O)NCCC5=NC(=CS5)C6=NC(=CS6)C(=O)NCCC[S+](C)C)O. Cell line: RPMI-8226. Synergy scores: CSS=4.48, Synergy_ZIP=-4.29, Synergy_Bliss=-7.78, Synergy_Loewe=-2.56, Synergy_HSA=-5.52. (10) Drug 1: C1=CC(=CC=C1CCCC(=O)O)N(CCCl)CCCl. Drug 2: CC(C1=C(C=CC(=C1Cl)F)Cl)OC2=C(N=CC(=C2)C3=CN(N=C3)C4CCNCC4)N. Cell line: UO-31. Synergy scores: CSS=14.8, Synergy_ZIP=-5.65, Synergy_Bliss=-2.94, Synergy_Loewe=-1.78, Synergy_HSA=-1.35.